From a dataset of Peptide-MHC class II binding affinity with 134,281 pairs from IEDB. Regression. Given a peptide amino acid sequence and an MHC pseudo amino acid sequence, predict their binding affinity value. This is MHC class II binding data. (1) The peptide sequence is DKFKIFEAAFSES. The MHC is DRB1_0401 with pseudo-sequence DRB1_0401. The binding affinity (normalized) is 0.0759. (2) The peptide sequence is RLCFSKSKNTLMYEI. The MHC is DRB1_0401 with pseudo-sequence DRB1_0401. The binding affinity (normalized) is 0.760. (3) The peptide sequence is RNVRFSDEGGFTCFF. The MHC is HLA-DQA10401-DQB10402 with pseudo-sequence HLA-DQA10401-DQB10402. The binding affinity (normalized) is 0.189. (4) The peptide sequence is DAQSAQSQCRTFRGR. The MHC is DRB1_0101 with pseudo-sequence DRB1_0101. The binding affinity (normalized) is 0.147.